Predict which catalyst facilitates the given reaction. From a dataset of Catalyst prediction with 721,799 reactions and 888 catalyst types from USPTO. (1) Reactant: Br[C:2]1[CH:3]=[C:4]2[C:9](=[CH:10][CH:11]=1)[C:8](=[O:12])[NH:7][N:6]=[C:5]2[Cl:13].[NH2:14][CH2:15][C:16]1[CH:17]=[C:18]([N:22]([CH3:24])[CH3:23])[CH:19]=[CH:20][CH:21]=1.C1C=CC(P(C2C(C3C(P(C4C=CC=CC=4)C4C=CC=CC=4)=CC=C4C=3C=CC=C4)=C3C(C=CC=C3)=CC=2)C2C=CC=CC=2)=CC=1.CC([O-])(C)C.[Na+]. Product: [Cl:13][C:5]1[C:4]2[C:9](=[CH:10][CH:11]=[C:2]([NH:14][CH2:15][C:16]3[CH:21]=[CH:20][CH:19]=[C:18]([N:22]([CH3:24])[CH3:23])[CH:17]=3)[CH:3]=2)[C:8](=[O:12])[NH:7][N:6]=1. The catalyst class is: 686. (2) Reactant: C([O:3][C:4]([C:6]1[NH:7][C:8]([CH:12]=[C:13]2[C:21]3[C:16](=[CH:17][CH:18]=[C:19]([Cl:22])[CH:20]=3)[NH:15][C:14]2=[O:23])=[C:9]([CH3:11])[CH:10]=1)=[O:5])C.[K].[OH-]. Product: [Cl:22][C:19]1[CH:20]=[C:21]2[C:16](=[CH:17][CH:18]=1)[NH:15][C:14](=[O:23])[C:13]2=[CH:12][C:8]1[NH:7][C:6]([C:4]([OH:5])=[O:3])=[CH:10][C:9]=1[CH3:11]. The catalyst class is: 645. (3) Reactant: [F:1][C:2]1[CH:10]=[CH:9][C:5]2[CH:6]=[CH:7][S:8][C:4]=2[CH:3]=1.C([Li])CCC.[B:16](OC(C)C)([O:21]C(C)C)[O:17]C(C)C.Cl. Product: [F:1][C:2]1[CH:10]=[CH:9][C:5]2[CH:6]=[C:7]([B:16]([OH:21])[OH:17])[S:8][C:4]=2[CH:3]=1. The catalyst class is: 81. (4) Reactant: [CH3:1][N:2]1[CH2:7][CH2:6][CH:5]([N:8]2[CH:12]=[C:11]([NH:13][C:14]3[N:19]=[C:18]([NH:20][C:21]4[CH:22]=[C:23]5[C:28](=[CH:29][CH:30]=4)[N:27]=[CH:26][CH:25]=[CH:24]5)[C:17]([N+:31]([O-])=O)=[CH:16][N:15]=3)[CH:10]=[N:9]2)[CH2:4][CH2:3]1. Product: [CH3:1][N:2]1[CH2:7][CH2:6][CH:5]([N:8]2[CH:12]=[C:11]([NH:13][C:14]3[N:19]=[C:18]([NH:20][C:21]4[CH:22]=[C:23]5[C:28](=[CH:29][CH:30]=4)[N:27]=[CH:26][CH:25]=[CH:24]5)[C:17]([NH2:31])=[CH:16][N:15]=3)[CH:10]=[N:9]2)[CH2:4][CH2:3]1. The catalyst class is: 19. (5) Reactant: [NH:1]1[CH2:6][CH2:5][O:4][CH2:3][CH2:2]1.C(N(CC)CC)C.C([NH:17][CH2:18][C:19]1[CH:24]=[C:23]([F:25])[CH:22]=[CH:21][C:20]=1[S:26]([Cl:29])(=[O:28])=[O:27])(=O)C. Product: [ClH:29].[F:25][C:23]1[CH:22]=[CH:21][C:20]([S:26]([N:1]2[CH2:6][CH2:5][O:4][CH2:3][CH2:2]2)(=[O:28])=[O:27])=[C:19]([CH2:18][NH2:17])[CH:24]=1. The catalyst class is: 111. (6) Reactant: [OH:1][CH2:2][C:3]([N:6]1[C:11](=[O:12])[CH:10]=[CH:9][C:8]([NH:13][C:14](=[O:20])[O:15][C:16]([CH3:19])([CH3:18])[CH3:17])=[CH:7]1)([CH3:5])[CH3:4].N1C2C(=CC=C3C=2N=CC=C3)C=CC=1.C(=O)([O-])[O-].[Cs+].[Cs+].I[C:42]1[C:51]2[C:46](=[CH:47][C:48]([O:52][CH3:53])=[CH:49][CH:50]=2)[N:45]=[CH:44][CH:43]=1. Product: [CH3:53][O:52][C:48]1[CH:47]=[C:46]2[C:51]([C:42]([O:1][CH2:2][C:3]([N:6]3[C:11](=[O:12])[CH:10]=[CH:9][C:8]([NH:13][C:14](=[O:20])[O:15][C:16]([CH3:19])([CH3:18])[CH3:17])=[CH:7]3)([CH3:5])[CH3:4])=[CH:43][CH:44]=[N:45]2)=[CH:50][CH:49]=1. The catalyst class is: 122. (7) Reactant: [N:1]1[CH:6]=[CH:5][C:4]([NH2:7])=[CH:3][CH:2]=1.[CH3:8][C:9]([O:12][C:13](O[C:13]([O:12][C:9]([CH3:11])([CH3:10])[CH3:8])=[O:14])=[O:14])([CH3:11])[CH3:10]. Product: [N:1]1[CH:6]=[CH:5][C:4]([NH:7][C:13](=[O:14])[O:12][C:9]([CH3:11])([CH3:10])[CH3:8])=[CH:3][CH:2]=1. The catalyst class is: 23. (8) Reactant: [N+:1]([C:4]1[CH:9]=[CH:8][C:7]([NH:10][NH2:11])=[CH:6][CH:5]=1)([O-:3])=[O:2].Cl.[F:13][C:14]([F:26])([F:25])[C:15](=O)[CH2:16][C:17]([C:19]1[O:20][CH:21]=[CH:22][CH:23]=1)=O. Product: [O:20]1[CH:21]=[CH:22][CH:23]=[C:19]1[C:17]1[N:10]([C:7]2[CH:6]=[CH:5][C:4]([N+:1]([O-:3])=[O:2])=[CH:9][CH:8]=2)[N:11]=[C:15]([C:14]([F:13])([F:25])[F:26])[CH:16]=1. The catalyst class is: 8. (9) Reactant: C([N:8](CC1C=CC=CC=1)[C:9]1[N:17]=[CH:16][N:15]=[C:14]2[C:10]=1[NH:11][C:12](=[O:30])[N:13]2[CH:18]1[CH2:22][CH2:21][N:20]([C:23]([O:25][C:26]([CH3:29])([CH3:28])[CH3:27])=[O:24])[CH2:19]1)C1C=CC=CC=1.[H][H]. Product: [NH2:8][C:9]1[N:17]=[CH:16][N:15]=[C:14]2[C:10]=1[NH:11][C:12](=[O:30])[N:13]2[CH:18]1[CH2:22][CH2:21][N:20]([C:23]([O:25][C:26]([CH3:28])([CH3:27])[CH3:29])=[O:24])[CH2:19]1. The catalyst class is: 285. (10) Reactant: CS(O[CH2:6][CH2:7][C:8]1[CH:13]=[CH:12][CH:11]=[C:10]([N+:14]([O-:16])=[O:15])[CH:9]=1)(=O)=O.C(=O)([O-])[O-].[K+].[K+].[NH:23]1[CH2:28][CH2:27][CH2:26][CH2:25][CH2:24]1. Product: [N+:14]([C:10]1[CH:9]=[C:8]([CH:13]=[CH:12][CH:11]=1)[CH2:7][CH2:6][N:23]1[CH2:28][CH2:27][CH2:26][CH2:25][CH2:24]1)([O-:16])=[O:15]. The catalyst class is: 10.